This data is from Catalyst prediction with 721,799 reactions and 888 catalyst types from USPTO. The task is: Predict which catalyst facilitates the given reaction. The catalyst class is: 4. Reactant: [C:1]1([CH3:11])[CH:6]=[CH:5][C:4]([S:7](Cl)(=[O:9])=[O:8])=[CH:3][CH:2]=1.[OH:12][CH2:13][CH2:14][O:15][CH2:16][CH2:17][O:18][CH2:19][CH2:20][O:21][CH2:22][CH2:23][OH:24].C(N(CC)CC)C. Product: [OH:24][CH2:23][CH2:22][O:21][CH2:20][CH2:19][O:18][CH2:17][CH2:16][O:15][CH2:14][CH2:13][O:12][S:7]([C:4]1[CH:5]=[CH:6][C:1]([CH3:11])=[CH:2][CH:3]=1)(=[O:9])=[O:8].